Dataset: NCI-60 drug combinations with 297,098 pairs across 59 cell lines. Task: Regression. Given two drug SMILES strings and cell line genomic features, predict the synergy score measuring deviation from expected non-interaction effect. (1) Drug 1: CCCCC(=O)OCC(=O)C1(CC(C2=C(C1)C(=C3C(=C2O)C(=O)C4=C(C3=O)C=CC=C4OC)O)OC5CC(C(C(O5)C)O)NC(=O)C(F)(F)F)O. Drug 2: C1C(C(OC1N2C=NC3=C2NC=NCC3O)CO)O. Cell line: MCF7. Synergy scores: CSS=33.6, Synergy_ZIP=-3.18, Synergy_Bliss=-5.91, Synergy_Loewe=-7.31, Synergy_HSA=-3.88. (2) Drug 1: CC1C(C(CC(O1)OC2CC(OC(C2O)C)OC3=CC4=CC5=C(C(=O)C(C(C5)C(C(=O)C(C(C)O)O)OC)OC6CC(C(C(O6)C)O)OC7CC(C(C(O7)C)O)OC8CC(C(C(O8)C)O)(C)O)C(=C4C(=C3C)O)O)O)O. Drug 2: N.N.Cl[Pt+2]Cl. Cell line: TK-10. Synergy scores: CSS=47.6, Synergy_ZIP=-5.90, Synergy_Bliss=-3.97, Synergy_Loewe=-3.29, Synergy_HSA=-2.62.